Dataset: Reaction yield outcomes from USPTO patents with 853,638 reactions. Task: Predict the reaction yield, written as a fraction of the theoretical maximum amount of product (1.0 means a 100% yield; for example, 0.34 means a 34% yield). (1) The reactants are [CH3:1][O:2][C:3]1[CH:4]=[C:5]([N:12]2[CH2:17][CH2:16][CH:15]([N:18]3[CH2:23][CH2:22][N:21]([CH3:24])[CH2:20][CH2:19]3)[CH2:14][CH2:13]2)[CH:6]=[CH:7][C:8]=1[N+:9]([O-])=O.Cl. The catalyst is C(O)C.[Pd]. The product is [CH3:1][O:2][C:3]1[CH:4]=[C:5]([N:12]2[CH2:17][CH2:16][CH:15]([N:18]3[CH2:19][CH2:20][N:21]([CH3:24])[CH2:22][CH2:23]3)[CH2:14][CH2:13]2)[CH:6]=[CH:7][C:8]=1[NH2:9]. The yield is 0.880. (2) The reactants are Br[C:2]1[CH:3]=[C:4]2[C:9](=[CH:10][CH:11]=1)[N:8]=[C:7]([O:12]C)[CH:6]=[C:5]2[C:14]1[CH:19]=[CH:18][CH:17]=[C:16]([O:20][CH:21]([CH3:23])[CH3:22])[CH:15]=1.[Cl:24][C:25]1[N:30]=[CH:29][C:28]([C:31]([C:33]2[N:34]([CH3:38])[CH:35]=[N:36][CH:37]=2)=[O:32])=[CH:27][CH:26]=1. No catalyst specified. The product is [Cl:24][C:25]1[N:30]=[CH:29][C:28]([C:31]([OH:32])([C:33]2[N:34]([CH3:38])[CH:35]=[N:36][CH:37]=2)[C:2]2[CH:3]=[C:4]3[C:9](=[CH:10][CH:11]=2)[NH:8][C:7](=[O:12])[CH:6]=[C:5]3[C:14]2[CH:19]=[CH:18][CH:17]=[C:16]([O:20][CH:21]([CH3:23])[CH3:22])[CH:15]=2)=[CH:27][CH:26]=1. The yield is 0.240.